Dataset: Human liver microsome stability data. Task: Regression/Classification. Given a drug SMILES string, predict its absorption, distribution, metabolism, or excretion properties. Task type varies by dataset: regression for continuous measurements (e.g., permeability, clearance, half-life) or binary classification for categorical outcomes (e.g., BBB penetration, CYP inhibition). Dataset: hlm. (1) The drug is CCOc1cc(NC(=O)C2(NC(=O)c3ccc4c(C5CCCC5)c(-c5ncc(Cl)cn5)n(C)c4c3)CCC2)ccc1C=CC(=O)O. The result is 0 (unstable in human liver microsomes). (2) The drug is COc1ccccc1-c1c(=O)n(CCCCN2CC=C(c3c[nH]c4ccc(F)cc34)CC2)c(=O)n2ccccc12. The result is 0 (unstable in human liver microsomes). (3) The drug is C/C=C/c1nnn(Cc2ccc(C(F)(F)F)cc2)c1C(=O)N[C@@H](C)c1ccc(C(=O)O)cc1. The result is 0 (unstable in human liver microsomes).